This data is from Reaction yield outcomes from USPTO patents with 853,638 reactions. The task is: Predict the reaction yield, written as a fraction of the theoretical maximum amount of product (1.0 means a 100% yield; for example, 0.34 means a 34% yield). (1) The reactants are [CH3:1][C:2]1[CH:7]=[CH:6][C:5]([S:8]([O:11][CH2:12][CH:13]2[CH2:17][C:16]3[CH:18]=[CH:19][CH:20]=[C:21](Br)[C:15]=3[O:14]2)(=[O:10])=[O:9])=[CH:4][CH:3]=1.[CH3:23][C:24]1[CH:29]=[CH:28][CH:27]=[C:26]([CH3:30])[C:25]=1B(O)O.C(=O)([O-])[O-].[K+].[K+]. The catalyst is CC1C=CC=CC=1[P](C1C=CC=CC=1C)([Pd](Cl)(Cl)[P](C1=C(C)C=CC=C1)(C1C=CC=CC=1C)C1C=CC=CC=1C)C1C=CC=CC=1C. The product is [CH3:1][C:2]1[CH:7]=[CH:6][C:5]([S:8]([O:11][CH2:12][CH:13]2[CH2:17][C:16]3[CH:18]=[CH:19][CH:20]=[C:21]([C:25]4[C:26]([CH3:30])=[CH:27][CH:28]=[CH:29][C:24]=4[CH3:23])[C:15]=3[O:14]2)(=[O:10])=[O:9])=[CH:4][CH:3]=1. The yield is 0.180. (2) The reactants are [CH3:1][C:2]1([CH3:10])[C:7]([CH2:8][OH:9])=[CH:6][CH2:5][CH2:4][CH2:3]1.N1C=CC=CC=1.CC(OI1(OC(C)=O)(OC(C)=O)OC(=O)C2C=CC=CC1=2)=O.[OH-].[Na+]. The catalyst is ClCCl.O. The product is [CH3:1][C:2]1([CH3:10])[C:7]([CH:8]=[O:9])=[CH:6][CH2:5][CH2:4][CH2:3]1. The yield is 0.490. (3) The reactants are [Cl:1][C:2]1[CH:3]=[C:4]([C@@H:12]([CH2:16][CH:17]2[CH2:22][CH2:21][C:20](=[O:23])[CH2:19][CH2:18]2)[C:13](O)=[O:14])[CH:5]=[CH:6][C:7]=1[S:8]([CH3:11])(=[O:10])=[O:9].C1(P(C2C=CC=CC=2)C2C=CC=CC=2)C=CC=CC=1.BrN1C(=O)CCC1=O.[NH2:51][C:52]1[CH:57]=[N:56][C:55]([Br:58])=[CH:54][N:53]=1.N1C(C)=CC=CC=1C. The catalyst is C(Cl)Cl. The product is [Br:58][C:55]1[N:56]=[CH:57][C:52]([NH:51][C:13](=[O:14])[C@@H:12]([C:4]2[CH:5]=[CH:6][C:7]([S:8]([CH3:11])(=[O:9])=[O:10])=[C:2]([Cl:1])[CH:3]=2)[CH2:16][CH:17]2[CH2:18][CH2:19][C:20](=[O:23])[CH2:21][CH2:22]2)=[N:53][CH:54]=1. The yield is 0.420.